This data is from Reaction yield outcomes from USPTO patents with 853,638 reactions. The task is: Predict the reaction yield, written as a fraction of the theoretical maximum amount of product (1.0 means a 100% yield; for example, 0.34 means a 34% yield). (1) The reactants are [NH:1]1[CH2:6][CH2:5][O:4][CH2:3][CH2:2]1.[C:7]([O:11][CH3:12])(=O)[CH2:8][OH:9].[C:13]([O:17][C:18]([N:20]1[CH2:25][CH2:24][CH:23]([C:26]2[C:35]3[C:30](=[CH:31]C(F)=[CH:33][CH:34]=3)[N:29]=[CH:28][N:27]=2)[CH2:22][CH2:21]1)=[O:19])([CH3:16])([CH3:15])[CH3:14]. The catalyst is C1(C)C=CC=CC=1.C(Cl)Cl. The product is [C:13]([O:17][C:18]([N:20]1[CH2:25][CH2:24][CH:23]([C:26]2[C:35]3[C:30](=[CH:31][C:12]([O:11][CH2:7][C:8]([N:1]4[CH2:6][CH2:5][O:4][CH2:3][CH2:2]4)=[O:9])=[CH:33][CH:34]=3)[N:29]=[CH:28][N:27]=2)[CH2:22][CH2:21]1)=[O:19])([CH3:16])([CH3:15])[CH3:14]. The yield is 0.240. (2) The reactants are [CH3:1][NH:2][C@H:3]([C:13]([OH:15])=O)[C:4]([CH3:12])([CH3:11])[C:5]1[CH:10]=[CH:9][CH:8]=[CH:7][CH:6]=1.C(N(CC)C(C)C)(C)C.[CH3:25]/[C:26](=[CH:32]\[C@@H:33]([N:37]([CH3:46])[C:38](=[O:45])[C@H:39]([C:41]([CH3:44])([CH3:43])[CH3:42])[NH2:40])[CH:34]([CH3:36])[CH3:35])/[C:27]([O:29][CH2:30][CH3:31])=[O:28].F[P-](F)(F)(F)(F)F.N1(O[P+](N2CCCC2)(N2CCCC2)N2CCCC2)C2C=CC=CC=2N=N1. The catalyst is C(Cl)Cl.CCCCCCC. The product is [CH3:1][NH:2][C@H:3]([C:13]([NH:40][C@H:39]([C:38]([N:37]([C@@H:33]([CH:34]([CH3:35])[CH3:36])/[CH:32]=[C:26](/[C:27]([O:29][CH2:30][CH3:31])=[O:28])\[CH3:25])[CH3:46])=[O:45])[C:41]([CH3:43])([CH3:44])[CH3:42])=[O:15])[C:4]([CH3:11])([CH3:12])[C:5]1[CH:6]=[CH:7][CH:8]=[CH:9][CH:10]=1. The yield is 0.820. (3) The reactants are [S:1]1[CH:5]=[CH:4][C:3]2[C:6](=[O:9])[CH2:7][CH2:8][C:2]1=2.[H-].[Na+].C(OC(=O)[C:16]1C=CC=[C:18]([F:22])[CH:17]=1)C.Cl.[CH2:25]1[CH2:29][O:28][CH2:27][CH2:26]1. The catalyst is C(OCC)(=O)C.O. The product is [F:22][C:18]1[CH:27]=[CH:26][C:25]([C:29]([CH:7]2[CH2:8][C:2]3[S:1][CH:5]=[CH:4][C:3]=3[C:6]2=[O:9])=[O:28])=[CH:16][CH:17]=1. The yield is 0.140. (4) The reactants are Cl/[CH:2]=[C:3](/[C:13]1[S:14][C:15]([CH3:18])=[CH:16][CH:17]=1)\[O:4][C:5]1[CH:10]=[CH:9][CH:8]=[C:7]([O:11][CH3:12])[CH:6]=1.[F-].[Cs+].C(=O)([O-])[O-].[Cs+].[Cs+]. The catalyst is C1C=CC(/C=C/C(/C=C/C2C=CC=CC=2)=O)=CC=1.C1C=CC(/C=C/C(/C=C/C2C=CC=CC=2)=O)=CC=1.C1C=CC(/C=C/C(/C=C/C2C=CC=CC=2)=O)=CC=1.[Pd].[Pd].O(C1C=CC=CC=1P(C1C=CC=CC=1)C1C=CC=CC=1)C1C=CC=CC=1P(C1C=CC=CC=1)C1C=CC=CC=1. The product is [CH3:12][O:11][C:7]1[CH:8]=[CH:9][C:10]2[CH:2]=[C:3]([C:13]3[S:14][C:15]([CH3:18])=[CH:16][CH:17]=3)[O:4][C:5]=2[CH:6]=1. The yield is 0.870. (5) The reactants are N(C(OCC)=O)=NC(OCC)=O.[OH:13][C:14]1[CH:15]=[C:16]([CH:19]=[CH:20][CH:21]=1)[CH:17]=[O:18].C1(P(C2C=CC=CC=2)C2C=CC=CC=2)C=CC=CC=1.O[CH2:42][CH2:43][C:44]1[CH:49]=[CH:48][CH:47]=[CH:46][N:45]=1. The catalyst is C1COCC1. The product is [N:45]1[CH:46]=[CH:47][CH:48]=[CH:49][C:44]=1[CH2:43][CH2:42][O:13][C:14]1[CH:15]=[C:16]([CH:19]=[CH:20][CH:21]=1)[CH:17]=[O:18]. The yield is 0.379.